This data is from Retrosynthesis with 50K atom-mapped reactions and 10 reaction types from USPTO. The task is: Predict the reactants needed to synthesize the given product. The reactants are: Cc1ccc2c(Cl)ncc(C(=O)O)n12.NCC1CCOCC1. Given the product Cc1ccc2c(Cl)ncc(C(=O)NCC3CCOCC3)n12, predict the reactants needed to synthesize it.